This data is from Full USPTO retrosynthesis dataset with 1.9M reactions from patents (1976-2016). The task is: Predict the reactants needed to synthesize the given product. Given the product [Cl:11][C:12]1[CH:17]=[C:16]([C:4]2[CH:3]=[C:2]([Cl:1])[CH:7]=[CH:6][C:5]=2[O:8][CH3:9])[CH:15]=[CH:14][N:13]=1, predict the reactants needed to synthesize it. The reactants are: [Cl:1][C:2]1[CH:7]=[CH:6][C:5]([O:8][CH3:9])=[C:4](I)[CH:3]=1.[Cl:11][C:12]1[CH:17]=[C:16](B(O)O)[CH:15]=[CH:14][N:13]=1.C(=O)([O-])[O-].[Na+].[Na+].O1CCOCC1.